This data is from Catalyst prediction with 721,799 reactions and 888 catalyst types from USPTO. The task is: Predict which catalyst facilitates the given reaction. (1) Reactant: [OH:1][C:2]1([C:13]2[S:14][C:15]([C:18]3[CH:23]=[C:22]([NH:24][C:25]4[N:30]=[C:29]([O:31][CH:32]([CH3:34])[CH3:33])[CH:28]=[CH:27][N:26]=4)[CH:21]=[C:20]([CH3:35])[N:19]=3)=[CH:16][N:17]=2)[CH2:7][CH2:6][CH:5]([C:8]([OH:10])=O)[C:4]([CH3:12])([CH3:11])[CH2:3]1.[Cl-].[NH4+].C[N:39](C(ON1N=NC2C=CC=NC1=2)=[N+](C)C)C.F[P-](F)(F)(F)(F)F.CCN(C(C)C)C(C)C.C(=O)(O)[O-].[Na+]. Product: [OH:1][C:2]1([C:13]2[S:14][C:15]([C:18]3[CH:23]=[C:22]([NH:24][C:25]4[N:30]=[C:29]([O:31][CH:32]([CH3:34])[CH3:33])[CH:28]=[CH:27][N:26]=4)[CH:21]=[C:20]([CH3:35])[N:19]=3)=[CH:16][N:17]=2)[CH2:7][CH2:6][CH:5]([C:8]([NH2:39])=[O:10])[C:4]([CH3:12])([CH3:11])[CH2:3]1. The catalyst class is: 434. (2) Reactant: C[O:2][C:3]1[CH:4]=[C:5]2[C:10](=[CH:11][CH:12]=1)[CH:9]([C:13]1[CH:18]=[CH:17][C:16]([O:19]C)=[CH:15][CH:14]=1)[N:8]([C:21]1[CH:26]=[CH:25][CH:24]=[CH:23][CH:22]=1)[CH2:7][CH2:6]2.B(Br)(Br)Br. Product: [OH:19][C:16]1[CH:15]=[CH:14][C:13]([CH:9]2[C:10]3[C:5](=[CH:4][C:3]([OH:2])=[CH:12][CH:11]=3)[CH2:6][CH2:7][N:8]2[C:21]2[CH:22]=[CH:23][CH:24]=[CH:25][CH:26]=2)=[CH:18][CH:17]=1. The catalyst class is: 2. (3) Reactant: [NH2:1][C:2]1[N:7]=[C:6](Cl)[C:5]([C:9]#[N:10])=[C:4]([C:11]2[CH:16]=[CH:15][CH:14]=[CH:13][CH:12]=2)[N:3]=1.[CH3:17][O:18][CH2:19][CH2:20][OH:21].C1CCN2C(=NCCC2)CC1. Product: [NH2:1][C:2]1[N:7]=[C:6]([O:21][CH2:20][CH2:19][O:18][CH3:17])[C:5]([C:9]#[N:10])=[C:4]([C:11]2[CH:16]=[CH:15][CH:14]=[CH:13][CH:12]=2)[N:3]=1. The catalyst class is: 57. (4) Reactant: [C:1](=[O:22])(OC1C=CC([N+]([O-])=O)=CC=1)[O:2][CH2:3][CH2:4][N:5]1[CH2:10][CH2:9][N:8]([CH3:11])[CH2:7][CH2:6]1.CCN(CC)CC.[F:30][C:31]([F:45])([F:44])[C:32]1[CH:33]=[C:34]([N:38]2[CH2:43][CH2:42][NH:41][CH2:40][CH2:39]2)[CH:35]=[CH:36][CH:37]=1. Product: [NH3:5].[F:45][C:31]([F:30])([F:44])[C:32]1[CH:33]=[C:34]([N:38]2[CH2:43][CH2:42][N:41]([C:1]([O:2][CH2:3][CH2:4][N:5]3[CH2:6][CH2:7][N:8]([CH3:11])[CH2:9][CH2:10]3)=[O:22])[CH2:40][CH2:39]2)[CH:35]=[CH:36][CH:37]=1. The catalyst class is: 3.